Dataset: Forward reaction prediction with 1.9M reactions from USPTO patents (1976-2016). Task: Predict the product of the given reaction. (1) Given the reactants [Cl:1][C:2]1[CH:7]=[CH:6][C:5]([S:8](Cl)(=[O:10])=[O:9])=[CH:4][C:3]=1[N+:12]([O-:14])=[O:13].[CH3:15][NH2:16].Cl, predict the reaction product. The product is: [Cl:1][C:2]1[CH:7]=[CH:6][C:5]([S:8]([NH:16][CH3:15])(=[O:10])=[O:9])=[CH:4][C:3]=1[N+:12]([O-:14])=[O:13]. (2) Given the reactants [OH:1][C:2]1[C:10]2[CH:9]=[CH:8][S:7][C:6]=2[CH:5]=[CH:4][C:3]=1[C:11]([OH:13])=O.Cl.[C:15]([O:19][C:20](=[O:25])[C:21]([NH2:24])([CH3:23])[CH3:22])([CH3:18])([CH3:17])[CH3:16].C(N(C(C)C)C(C)C)C.Cl.CN(C)CCCN=C=NCC, predict the reaction product. The product is: [C:15]([O:19][C:20](=[O:25])[C:21]([NH:24][C:11]([C:3]1[CH:4]=[CH:5][C:6]2[S:7][CH:8]=[CH:9][C:10]=2[C:2]=1[OH:1])=[O:13])([CH3:23])[CH3:22])([CH3:18])([CH3:16])[CH3:17]. (3) Given the reactants ClC(Cl)(Cl)[C:3]([C:5]1[N:14]2[C:8]([CH2:9][N:10]([C:19](=[O:29])[CH2:20][S:21][C:22]3[CH:27]=[CH:26][C:25]([Br:28])=[CH:24][CH:23]=3)[C:11]3[CH:18]=[CH:17][CH:16]=[CH:15][C:12]=3[CH2:13]2)=[CH:7][CH:6]=1)=[O:4].[CH:32]1([NH2:42])[C:41]2[C:36](=[CH:37][CH:38]=[CH:39][CH:40]=2)[CH2:35][CH2:34][CH2:33]1, predict the reaction product. The product is: [Br:28][C:25]1[CH:24]=[CH:23][C:22]([S:21][CH2:20][C:19]([N:10]2[C:11]3[CH:18]=[CH:17][CH:16]=[CH:15][C:12]=3[CH2:13][N:14]3[C:5]([C:3]([NH:42][CH:32]4[C:41]5[C:36](=[CH:37][CH:38]=[CH:39][CH:40]=5)[CH2:35][CH2:34][CH2:33]4)=[O:4])=[CH:6][CH:7]=[C:8]3[CH2:9]2)=[O:29])=[CH:27][CH:26]=1. (4) Given the reactants [C:1]([C:3]1[CH:4]=[C:5]2[C:10](=[CH:11][CH:12]=1)[CH2:9][NH:8][CH2:7][CH2:6]2)#[N:2].[CH:13]([O:16][C:17]1[CH:25]=[CH:24][C:23]([S:26]([CH3:29])(=[O:28])=[O:27])=[CH:22][C:18]=1[C:19](O)=[O:20])([CH3:15])[CH3:14], predict the reaction product. The product is: [CH:13]([O:16][C:17]1[CH:25]=[CH:24][C:23]([S:26]([CH3:29])(=[O:28])=[O:27])=[CH:22][C:18]=1[C:19]([N:8]1[CH2:7][CH2:6][C:5]2[C:10](=[CH:11][CH:12]=[C:3]([C:1]#[N:2])[CH:4]=2)[CH2:9]1)=[O:20])([CH3:15])[CH3:14]. (5) Given the reactants Br[C:2]1[N:3]=[C:4]([O:21][CH3:22])[C:5]([NH:8][S:9]([CH2:12][C:13]2[CH:18]=[C:17]([Cl:19])[CH:16]=[C:15]([Cl:20])[CH:14]=2)(=[O:11])=[O:10])=[N:6][CH:7]=1.[Cu][C:24]#[N:25].CCOC(C)=O.N, predict the reaction product. The product is: [C:24]([C:2]1[N:3]=[C:4]([O:21][CH3:22])[C:5]([NH:8][S:9]([CH2:12][C:13]2[CH:18]=[C:17]([Cl:19])[CH:16]=[C:15]([Cl:20])[CH:14]=2)(=[O:11])=[O:10])=[N:6][CH:7]=1)#[N:25].